Task: Predict the reaction yield, written as a fraction of the theoretical maximum amount of product (1.0 means a 100% yield; for example, 0.34 means a 34% yield).. Dataset: Reaction yield outcomes from USPTO patents with 853,638 reactions (1) The reactants are C(N(C(C)C)CC)(C)C.C([Li])CCC.[O:15]1[C:19]2([CH2:24][CH2:23][CH:22]([C:25]([O:27][CH2:28][CH3:29])=[O:26])[CH2:21][CH2:20]2)[O:18][CH2:17][CH2:16]1.[C:30]1([Se:36]Br)[CH:35]=[CH:34][CH:33]=[CH:32][CH:31]=1. The catalyst is O1CCCC1. The product is [C:30]1([Se:36][C:22]2([C:25]([O:27][CH2:28][CH3:29])=[O:26])[CH2:23][CH2:24][C:19]3([O:18][CH2:17][CH2:16][O:15]3)[CH2:20][CH2:21]2)[CH:35]=[CH:34][CH:33]=[CH:32][CH:31]=1. The yield is 0.760. (2) The reactants are [NH2:1][C:2]1[C:28]([CH3:29])=[C:27]([CH3:30])[C:5]([O:6][CH2:7][C:8]([N:10]([CH:12]2[CH2:17][CH2:16][N:15]([CH2:18][C:19]([C:21]3[CH:26]=[CH:25][CH:24]=[CH:23][CH:22]=3)=[O:20])[CH2:14][CH2:13]2)[CH3:11])=[O:9])=[C:4]([CH3:31])[C:3]=1[CH3:32].[BH4-].[Na+]. The yield is 0.580. The product is [NH2:1][C:2]1[C:3]([CH3:32])=[C:4]([CH3:31])[C:5]([O:6][CH2:7][C:8]([N:10]([CH:12]2[CH2:17][CH2:16][N:15]([CH2:18][CH:19]([OH:20])[C:21]3[CH:26]=[CH:25][CH:24]=[CH:23][CH:22]=3)[CH2:14][CH2:13]2)[CH3:11])=[O:9])=[C:27]([CH3:30])[C:28]=1[CH3:29]. The catalyst is CO.